From a dataset of Full USPTO retrosynthesis dataset with 1.9M reactions from patents (1976-2016). Predict the reactants needed to synthesize the given product. (1) The reactants are: Cl[C:2]1[CH:7]=[C:6]([C:8]2[CH:13]=[CH:12][CH:11]=[CH:10][N:9]=2)[N:5]=[C:4]([C:14]2[CH:19]=[CH:18][CH:17]=[CH:16][N:15]=2)[N:3]=1.[CH3:20][C:21]1[CH:27]=[CH:26][C:25]([CH3:28])=[CH:24][C:22]=1[NH2:23]. Given the product [CH3:20][C:21]1[CH:27]=[CH:26][C:25]([CH3:28])=[CH:24][C:22]=1[NH:23][C:2]1[CH:7]=[C:6]([C:8]2[CH:13]=[CH:12][CH:11]=[CH:10][N:9]=2)[N:5]=[C:4]([C:14]2[CH:19]=[CH:18][CH:17]=[CH:16][N:15]=2)[N:3]=1, predict the reactants needed to synthesize it. (2) Given the product [CH3:27][O:28][CH2:29][CH2:30][N:31]1[CH:35]=[C:34]([C:2]2[CH:11]=[C:10]3[C:5]([CH2:6][CH:7]([CH3:26])[N:8]([C:12]4[CH:17]=[C:16]([N:18]5[CH2:19][CH2:20][N:21]([CH3:24])[CH2:22][CH2:23]5)[N:15]=[C:14]([NH2:25])[N:13]=4)[CH2:9]3)=[CH:4][CH:3]=2)[CH:33]=[N:32]1, predict the reactants needed to synthesize it. The reactants are: Br[C:2]1[CH:11]=[C:10]2[C:5]([CH2:6][CH:7]([CH3:26])[N:8]([C:12]3[CH:17]=[C:16]([N:18]4[CH2:23][CH2:22][N:21]([CH3:24])[CH2:20][CH2:19]4)[N:15]=[C:14]([NH2:25])[N:13]=3)[CH2:9]2)=[CH:4][CH:3]=1.[CH3:27][O:28][CH2:29][CH2:30][N:31]1[CH:35]=[C:34](B2OC(C)(C)C(C)(C)O2)[CH:33]=[N:32]1.C(=O)(O)[O-].[Na+]. (3) Given the product [CH3:15][C:14]1[CH:13]=[C:12]([CH3:16])[NH:11][C:10](=[O:17])[C:9]=1[CH2:8][NH:7][C:5](=[O:6])[C:4]1[CH:18]=[C:19]([C:28]2[CH:29]=[N:30][C:25]([NH:24][CH3:23])=[N:26][CH:27]=2)[CH:20]=[C:2]([C:45]2[N:41]([CH3:40])[N:42]=[CH:43][C:44]=2[CH3:55])[C:3]=1[CH3:22], predict the reactants needed to synthesize it. The reactants are: Br[C:2]1[C:3]([CH3:22])=[C:4]([CH:18]=[C:19](I)[CH:20]=1)[C:5]([NH:7][CH2:8][C:9]1[C:10](=[O:17])[NH:11][C:12]([CH3:16])=[CH:13][C:14]=1[CH3:15])=[O:6].[CH3:23][NH:24][C:25]1[N:30]=[CH:29][C:28](B2OC(C)(C)C(C)(C)O2)=[CH:27][N:26]=1.[CH3:40][N:41]1[C:45](B2OC(C)(C)C(C)(C)O2)=[C:44]([CH3:55])[CH:43]=[N:42]1. (4) Given the product [C:34]([C:33]1[CH:36]=[CH:37][C:30]([NH:29][C:7](=[O:8])[C:6]2[C:10]([CH2:14][CH2:15][CH2:16][CH2:17][CH2:18][CH2:19][CH2:20][CH2:21][CH2:22][CH2:23][CH2:24][CH2:25][CH2:26][CH2:27][CH3:28])=[CH:11][CH:12]=[CH:13][C:5]=2[O:4][CH2:1][CH2:2][CH3:3])=[CH:31][C:32]=1[C:38]([F:39])([F:40])[F:41])#[N:35], predict the reactants needed to synthesize it. The reactants are: [CH2:1]([O:4][C:5]1[CH:13]=[CH:12][CH:11]=[C:10]([CH2:14][CH2:15][CH2:16][CH2:17][CH2:18][CH2:19][CH2:20][CH2:21][CH2:22][CH2:23][CH2:24][CH2:25][CH2:26][CH2:27][CH3:28])[C:6]=1[C:7](Cl)=[O:8])[CH2:2][CH3:3].[NH2:29][C:30]1[CH:37]=[CH:36][C:33]([C:34]#[N:35])=[C:32]([C:38]([F:41])([F:40])[F:39])[CH:31]=1.C(N(CC)CC)C. (5) Given the product [Cl:1][C:2]1[CH:8]=[C:7]([O:9][C:10]2[C:11]3[N:18]([CH3:19])[CH:17]=[CH:16][C:12]=3[N:13]=[CH:14][N:15]=2)[CH:6]=[CH:5][C:3]=1[NH:4][C:27]([NH:49][C:48]1[CH:50]=[CH:51][C:45]([C:43]([N:40]2[CH2:41][CH2:42][N:37]([CH3:36])[CH2:38][CH2:39]2)=[O:44])=[C:46]([C:52]([F:55])([F:53])[F:54])[CH:47]=1)=[O:28], predict the reactants needed to synthesize it. The reactants are: [Cl:1][C:2]1[CH:8]=[C:7]([O:9][C:10]2[C:11]3[N:18]([CH3:19])[CH:17]=[CH:16][C:12]=3[N:13]=[CH:14][N:15]=2)[CH:6]=[CH:5][C:3]=1[NH2:4].N1C=CC=CC=1.Cl[C:27](OC1C=CC=CC=1)=[O:28].[CH3:36][N:37]1[CH2:42][CH2:41][N:40]([C:43]([C:45]2[CH:51]=[CH:50][C:48]([NH2:49])=[CH:47][C:46]=2[C:52]([F:55])([F:54])[F:53])=[O:44])[CH2:39][CH2:38]1. (6) Given the product [ClH:16].[CH2:1]1[C:10]2[C:5](=[CH:6][CH:7]=[CH:8][CH:9]=2)[CH2:4][C@H:3]([C:11]([O:13][CH3:18])=[O:12])[NH:2]1, predict the reactants needed to synthesize it. The reactants are: [CH2:1]1[C:10]2[C:5](=[CH:6][CH:7]=[CH:8][CH:9]=2)[CH2:4][C@@H:3]([C:11]([OH:13])=[O:12])[NH:2]1.O=S(Cl)[Cl:16].[CH3:18]O. (7) Given the product [CH2:11]([O:10][C:8]([C:7]1[S:6]/[C:5](=[N:13]\[CH3:14])/[N:4]([CH3:15])[C:3]=1[CH2:2][NH:16][CH:17]1[CH2:18][CH2:19][N:20]([C:23]([O:25][CH2:26][C:27]2[CH:32]=[CH:31][CH:30]=[CH:29][CH:28]=2)=[O:24])[CH2:21][CH2:22]1)=[O:9])[CH3:12], predict the reactants needed to synthesize it. The reactants are: Br[CH2:2][C:3]1[N:4]([CH3:15])/[C:5](=[N:13]/[CH3:14])/[S:6][C:7]=1[C:8]([O:10][CH2:11][CH3:12])=[O:9].[NH2:16][CH:17]1[CH2:22][CH2:21][N:20]([C:23]([O:25][CH2:26][C:27]2[CH:32]=[CH:31][CH:30]=[CH:29][CH:28]=2)=[O:24])[CH2:19][CH2:18]1.C(=O)([O-])[O-].[K+].[K+]. (8) Given the product [C:12]([C:11]1[S:10][C:9]([NH2:18])=[N:8][C:7]=1[C:1]1[CH:6]=[CH:5][CH:4]=[CH:3][CH:2]=1)#[CH:13], predict the reactants needed to synthesize it. The reactants are: [C:1]1([C:7]2[N:8]=[C:9]([NH2:18])[S:10][C:11]=2[C:12]#[C:13][Si](C)(C)C)[CH:6]=[CH:5][CH:4]=[CH:3][CH:2]=1.C([O-])([O-])=O.[K+].[K+]. (9) Given the product [OH:9][C@@H:6]1[CH2:7][O:8][C@@H:3]2[C@H:4]1[O:5][CH2:1][C@@H:2]2[O:10][C:11]([CH2:12][CH2:13][C:14]([OH:16])=[O:15])=[O:17], predict the reactants needed to synthesize it. The reactants are: [CH2:1]1[O:5][C@@H:4]2[C@@H:6]([OH:9])[CH2:7][O:8][C@@H:3]2[C@@H:2]1[OH:10].[C:11]1(=[O:17])[O:16][C:14](=[O:15])[CH2:13][CH2:12]1.